This data is from Retrosynthesis with 50K atom-mapped reactions and 10 reaction types from USPTO. The task is: Predict the reactants needed to synthesize the given product. (1) Given the product COC(=O)c1ccc(CN2CCCC2)cc1, predict the reactants needed to synthesize it. The reactants are: C1CCNC1.COC(=O)c1ccc(C=O)cc1. (2) Given the product O=C(c1cc(C2CC2)[nH]n1)N1CCN2CCC1CC2, predict the reactants needed to synthesize it. The reactants are: C1CN2CCC(CC2)N1.O=C(O)c1cc(C2CC2)[nH]n1. (3) The reactants are: CCCC(Cc1ccc(OCCNC(=O)c2ccc(-c3ccccn3)cc2)cc1)C(=O)OCC. Given the product CCCC(Cc1ccc(OCCNC(=O)c2ccc(-c3ccccn3)cc2)cc1)C(=O)O, predict the reactants needed to synthesize it.